Dataset: Reaction yield outcomes from USPTO patents with 853,638 reactions. Task: Predict the reaction yield, written as a fraction of the theoretical maximum amount of product (1.0 means a 100% yield; for example, 0.34 means a 34% yield). (1) The reactants are [F:1][C:2]([F:22])([O:8][C:9]1[CH:14]=[C:13]([F:15])[C:12]([N+:16]([O-])=O)=[CH:11][C:10]=1[N+:19]([O-])=O)[C:3]([N:5]([CH3:7])[CH3:6])=[O:4].CO.C1CCCCC1.CCOC(C)=O. The catalyst is C1(C)C=CC=CC=1.[Pd]. The product is [F:22][C:2]([F:1])([O:8][C:9]1[CH:14]=[C:13]([F:15])[C:12]([NH2:16])=[CH:11][C:10]=1[NH2:19])[C:3]([N:5]([CH3:7])[CH3:6])=[O:4]. The yield is 0.810. (2) The reactants are O=[CH:2][CH:3]([NH:15][C:16](=[O:22])[O:17][C:18]([CH3:21])([CH3:20])[CH3:19])[CH2:4][C:5]1[CH:10]=[CH:9][C:8]([C:11]([F:14])([F:13])[F:12])=[CH:7][CH:6]=1.[C:23](=O)([O-])[O-].[K+].[K+]. The catalyst is CO. The product is [F:12][C:11]([F:14])([F:13])[C:8]1[CH:9]=[CH:10][C:5]([CH2:4][CH:3]([NH:15][C:16](=[O:22])[O:17][C:18]([CH3:21])([CH3:20])[CH3:19])[C:2]#[CH:23])=[CH:6][CH:7]=1. The yield is 0.950. (3) The product is [Br:1][C:2]1[CH:11]=[C:10]2[C:5]([N:6]=[CH:7][C:8]([N:12]3[CH2:17][CH2:16][NH:15][CH2:14][C:13]3=[O:25])=[N:9]2)=[CH:4][CH:3]=1. The reactants are [Br:1][C:2]1[CH:11]=[C:10]2[C:5]([N:6]=[CH:7][C:8]([N:12]3[CH2:17][CH2:16][N:15](C(OC(C)(C)C)=O)[CH2:14][C:13]3=[O:25])=[N:9]2)=[CH:4][CH:3]=1.FC(F)(F)C(O)=O. The yield is 0.600. The catalyst is C(#N)C. (4) The reactants are [F:1][C:2]([F:15])([F:14])[S:3]([O:6]S(C(F)(F)F)(=O)=O)(=[O:5])=[O:4].O[C:17]1[CH:25]=[C:24]2[C:20]([CH:21]=[C:22]([C:26]([O:28][CH3:29])=[O:27])[NH:23]2)=[CH:19][CH:18]=1.C(N(CC)CC)C.[C:37](O[C:37]([O:39][C:40]([CH3:43])([CH3:42])[CH3:41])=[O:38])([O:39][C:40]([CH3:43])([CH3:42])[CH3:41])=[O:38]. The catalyst is ClCCl.C(OCC)(=O)C. The product is [F:1][C:2]([F:15])([F:14])[S:3]([O:6][C:17]1[CH:25]=[C:24]2[C:20]([CH:21]=[C:22]([C:26]([O:28][CH3:29])=[O:27])[N:23]2[C:37]([O:39][C:40]([CH3:43])([CH3:42])[CH3:41])=[O:38])=[CH:19][CH:18]=1)(=[O:5])=[O:4]. The yield is 0.770. (5) The reactants are Br[C:2]1[CH:3]=[CH:4][C:5]([N:8]2[CH2:13][CH2:12][N:11]([C:14]([O:16][C:17]([CH3:20])([CH3:19])[CH3:18])=[O:15])[CH2:10][C:9]2=[O:21])=[N:6][CH:7]=1.[F:22][C:23]1[CH:31]=[C:30]2[C:26]([C:27](B3OC(C)(C)C(C)(C)O3)=[CH:28][N:29]2[C:32]([O:34][C:35]([CH3:38])([CH3:37])[CH3:36])=[O:33])=[CH:25][CH:24]=1. No catalyst specified. The product is [C:17]([O:16][C:14]([N:11]1[CH2:12][CH2:13][N:8]([C:5]2[N:6]=[CH:7][C:2]([C:27]3[C:26]4[C:30](=[CH:31][C:23]([F:22])=[CH:24][CH:25]=4)[N:29]([C:32]([O:34][C:35]([CH3:38])([CH3:37])[CH3:36])=[O:33])[CH:28]=3)=[CH:3][CH:4]=2)[C:9](=[O:21])[CH2:10]1)=[O:15])([CH3:20])([CH3:19])[CH3:18]. The yield is 0.570.